From a dataset of Reaction yield outcomes from USPTO patents with 853,638 reactions. Predict the reaction yield, written as a fraction of the theoretical maximum amount of product (1.0 means a 100% yield; for example, 0.34 means a 34% yield). (1) The reactants are [C:1]1([C@@H:7]2[CH2:9][C@H:8]2[NH:10][CH2:11][CH:12]2[CH2:17][CH2:16][N:15](C(OC(C)(C)C)=O)[CH2:14][CH2:13]2)[CH:6]=[CH:5][CH:4]=[CH:3][CH:2]=1.Cl. The catalyst is O1CCOCC1. The product is [C:1]1([C@@H:7]2[CH2:9][C@H:8]2[NH:10][CH2:11][CH:12]2[CH2:17][CH2:16][NH:15][CH2:14][CH2:13]2)[CH:2]=[CH:3][CH:4]=[CH:5][CH:6]=1. The yield is 0.588. (2) The reactants are [H-].[Na+].[Cl:3][C:4]1[CH:9]=[CH:8][C:7]([SH:10])=[CH:6][CH:5]=1.Br[C:12]1[S:16][C:15]([CH:17]=[O:18])=[CH:14][CH:13]=1. The catalyst is C1COCC1. The product is [Cl:3][C:4]1[CH:9]=[CH:8][C:7]([S:10][C:12]2[S:16][C:15]([CH:17]=[O:18])=[CH:14][CH:13]=2)=[CH:6][CH:5]=1. The yield is 0.980. (3) The reactants are C(OC(=O)[N:7]([C:16]1[S:17][C@:18]2([CH2:33][C:34]#[N:35])[C@H:20]([C@:21]([C:25]3[CH:30]=[C:29]([Br:31])[CH:28]=[CH:27][C:26]=3[F:32])([CH2:23][F:24])[N:22]=1)[CH2:19]2)COCC[Si](C)(C)C)(C)(C)C.S(=O)(=O)(O)O.[OH-].[Na+]. No catalyst specified. The product is [NH2:7][C:16]1[S:17][C@:18]2([CH2:33][C:34]#[N:35])[C@H:20]([C@:21]([C:25]3[CH:30]=[C:29]([Br:31])[CH:28]=[CH:27][C:26]=3[F:32])([CH2:23][F:24])[N:22]=1)[CH2:19]2. The yield is 0.180. (4) The reactants are [C:1]([C:5]1[O:9][N:8]=[C:7]([NH:10][C:11]([NH:13][C:14]2[CH:19]=[CH:18][CH:17]=[C:16]([O:20][C:21]3[C:30]4[C:25](=[CH:26][C:27]([O:33][CH:34]5[CH2:39][CH2:38][NH:37][CH2:36][CH2:35]5)=[C:28]([O:31][CH3:32])[CH:29]=4)[N:24]=[CH:23][N:22]=3)[CH:15]=2)=[O:12])[CH:6]=1)([CH3:4])([CH3:3])[CH3:2].FC(F)(F)S(O[CH2:46][C:47]([F:50])([F:49])[F:48])(=O)=O.C(N(CC)C(C)C)(C)C. The yield is 0.110. The catalyst is C(Cl)Cl. The product is [C:1]([C:5]1[O:9][N:8]=[C:7]([NH:10][C:11]([NH:13][C:14]2[CH:19]=[CH:18][CH:17]=[C:16]([O:20][C:21]3[C:30]4[C:25](=[CH:26][C:27]([O:33][CH:34]5[CH2:39][CH2:38][N:37]([CH2:46][C:47]([F:50])([F:49])[F:48])[CH2:36][CH2:35]5)=[C:28]([O:31][CH3:32])[CH:29]=4)[N:24]=[CH:23][N:22]=3)[CH:15]=2)=[O:12])[CH:6]=1)([CH3:4])([CH3:2])[CH3:3].